Dataset: Full USPTO retrosynthesis dataset with 1.9M reactions from patents (1976-2016). Task: Predict the reactants needed to synthesize the given product. The reactants are: Cl[C:2]1[NH:6][C:5]2[CH:7]=[C:8]([CH3:12])[C:9]([Cl:11])=[CH:10][C:4]=2[N:3]=1.[Cl:13][C:14]1[CH:15]=[N:16][CH:17]=[C:18]([Cl:26])[C:19]=1[N:20]1[CH2:25][CH2:24][NH:23][CH2:22][CH2:21]1. Given the product [Cl:11][C:9]1[C:8]([CH3:12])=[CH:7][C:5]2[N:6]=[C:2]([N:23]3[CH2:24][CH2:25][N:20]([C:19]4[C:18]([Cl:26])=[CH:17][N:16]=[CH:15][C:14]=4[Cl:13])[CH2:21][CH2:22]3)[NH:3][C:4]=2[CH:10]=1, predict the reactants needed to synthesize it.